This data is from Forward reaction prediction with 1.9M reactions from USPTO patents (1976-2016). The task is: Predict the product of the given reaction. (1) Given the reactants [C:1]([O:5][C:6]([NH:8][C@H:9]1[CH2:14][CH2:13][C@H:12]([C:15]([OH:17])=O)[CH2:11][CH2:10]1)=[O:7])([CH3:4])([CH3:3])[CH3:2].[C:18]([C:20]1[CH:42]=[CH:41][C:23]([O:24][C:25]2[CH:26]=[C:27]([NH2:40])[CH:28]=[C:29]([O:31][C:32]3[CH:37]=[CH:36][C:35]([C:38]#[N:39])=[CH:34][CH:33]=3)[CH:30]=2)=[CH:22][CH:21]=1)#[N:19], predict the reaction product. The product is: [C:1]([O:5][C:6](=[O:7])[NH:8][C@H:9]1[CH2:10][CH2:11][C@H:12]([C:15](=[O:17])[NH:40][C:27]2[CH:28]=[C:29]([O:31][C:32]3[CH:37]=[CH:36][C:35]([C:38]#[N:39])=[CH:34][CH:33]=3)[CH:30]=[C:25]([O:24][C:23]3[CH:41]=[CH:42][C:20]([C:18]#[N:19])=[CH:21][CH:22]=3)[CH:26]=2)[CH2:13][CH2:14]1)([CH3:2])([CH3:3])[CH3:4]. (2) Given the reactants [Cl:1][C:2]1[C:3]([CH:31]=O)=[C:4]([C:27]([F:30])([F:29])[F:28])[CH:5]=[C:6]2[C:11]=1[NH:10][C:9](=[O:12])[N:8]([CH2:13][C:14]1[CH:19]=[C:18]([Cl:20])[CH:17]=[CH:16][C:15]=1[S:21]([CH2:24][CH3:25])(=[O:23])=[O:22])[C:7]2=[O:26].[C:33]([O:37][C:38](=[O:46])[NH:39][C@@H:40]1[CH2:45][CH2:44][CH2:43][NH:42][CH2:41]1)([CH3:36])([CH3:35])[CH3:34], predict the reaction product. The product is: [C:33]([O:37][C:38](=[O:46])[NH:39][C@@H:40]1[CH2:45][CH2:44][CH2:43][N:42]([CH2:31][C:3]2[C:2]([Cl:1])=[C:11]3[C:6]([C:7](=[O:26])[N:8]([CH2:13][C:14]4[CH:19]=[C:18]([Cl:20])[CH:17]=[CH:16][C:15]=4[S:21]([CH2:24][CH3:25])(=[O:23])=[O:22])[C:9](=[O:12])[NH:10]3)=[CH:5][C:4]=2[C:27]([F:29])([F:30])[F:28])[CH2:41]1)([CH3:36])([CH3:34])[CH3:35]. (3) Given the reactants [Cl:1][C:2]1[CH:3]=[N:4][C:5]2[C:10]([C:11]=1[O:12][CH2:13][C@H:14]1[O:19][CH2:18][C@H:17]([NH:20]C(=O)OC(C)(C)C)[CH2:16][CH2:15]1)=[CH:9][C:8]([O:28][CH3:29])=[CH:7][CH:6]=2.FC1C=NC2C(C=1CC[C@H]1OC[C@H](N)CC1)=NC(OC)=CC=2, predict the reaction product. The product is: [Cl:1][C:2]1[CH:3]=[N:4][C:5]2[C:10]([C:11]=1[O:12][CH2:13][C@H:14]1[O:19][CH2:18][C@H:17]([NH2:20])[CH2:16][CH2:15]1)=[CH:9][C:8]([O:28][CH3:29])=[CH:7][CH:6]=2. (4) Given the reactants C(=O)([O-])[O-].[Na+].[Na+].FC(F)(F)S(O[C:13]1[CH:26]=[C:25]2[C:16]([O:17][C:18]3[CH:19]=[CH:20][C:21]([C:32]4[C:33]([F:38])=[N:34][CH:35]=[CH:36][CH:37]=4)=[CH:22][C:23]=3[C@:24]32[CH2:30][O:29][C:28]([NH2:31])=[N:27]3)=[C:15]([F:39])[CH:14]=1)(=O)=O.[O:42]1[CH2:47][CH2:46][CH:45]=[C:44](B2OC(C)(C)C(C)(C)O2)[CH2:43]1, predict the reaction product. The product is: [O:42]1[CH2:47][CH2:46][CH:45]=[C:44]([C:13]2[CH:14]=[C:15]([F:39])[C:16]3[O:17][C:18]4[C:23](=[CH:22][C:21]([C:32]5[C:33]([F:38])=[N:34][CH:35]=[CH:36][CH:37]=5)=[CH:20][CH:19]=4)[C@@:24]4([CH2:30][O:29][C:28]([NH2:31])=[N:27]4)[C:25]=3[CH:26]=2)[CH2:43]1. (5) Given the reactants [C:1]([C:3]1[CH:12]=[CH:11][C:6]([C:7](=O)[CH2:8]Br)=[CH:5][CH:4]=1)#[N:2].[C:13]([NH2:16])(=[S:15])[CH3:14].C(=O)(O)[O-].[Na+], predict the reaction product. The product is: [CH3:14][C:13]1[S:15][CH:8]=[C:7]([C:6]2[CH:11]=[CH:12][C:3]([C:1]#[N:2])=[CH:4][CH:5]=2)[N:16]=1. (6) Given the reactants C[O:2][C:3]([C:5]1[CH:10]=[CH:9][C:8]([NH:11][CH2:12][C:13]([F:16])([F:15])[F:14])=[CH:7][N:6]=1)=[O:4].O.[OH-].[Li+].Cl, predict the reaction product. The product is: [F:16][C:13]([F:14])([F:15])[CH2:12][NH:11][C:8]1[CH:9]=[CH:10][C:5]([C:3]([OH:4])=[O:2])=[N:6][CH:7]=1.